From a dataset of Forward reaction prediction with 1.9M reactions from USPTO patents (1976-2016). Predict the product of the given reaction. (1) The product is: [Cl-:71].[OH:43][C:31]1[CH:30]=[C:29]([CH2:28][C@H:27]([NH3+:51])[C:26](=[O:62])[NH:25][C@H:4]([C:3]([O:2][CH3:1])=[O:63])[CH2:5][C:6]2[CH:11]=[CH:10][C:9]([O:12][C:13](=[O:16])[NH:14][CH3:15])=[C:8]([OH:17])[CH:7]=2)[CH:34]=[CH:33][C:32]=1[OH:35]. Given the reactants [CH3:1][O:2][C:3](=[O:63])[C@@H:4]([NH:25][C:26](=[O:62])[C@@H:27]([NH:51]C(OCC1C=CC=CC=1)=O)[CH2:28][C:29]1[CH:34]=[CH:33][C:32]([O:35]CC2C=CC=CC=2)=[C:31]([O:43]CC2C=CC=CC=2)[CH:30]=1)[CH2:5][C:6]1[CH:11]=[CH:10][C:9]([O:12][C:13](=[O:16])[NH:14][CH3:15])=[C:8]([O:17]CC2C=CC=CC=2)[CH:7]=1.C([Cl:71])C1C=CC=CC=1.[H][H], predict the reaction product. (2) Given the reactants [Br:1][C:2]1[C:10]2[O:9][CH:8]([CH2:11][OH:12])[CH2:7][C:6]=2[CH:5]=[C:4]([C:13]#[N:14])[CH:3]=1.[C:15]1([CH3:25])[CH:20]=[CH:19][C:18]([S:21](Cl)(=[O:23])=[O:22])=[CH:17][CH:16]=1.CC1C=CC(S(OCC2CC3C(C(F)(F)F)=CC=C(Cl)C=3O2)(=O)=O)=CC=1, predict the reaction product. The product is: [CH3:25][C:15]1[CH:20]=[CH:19][C:18]([S:21]([O:12][CH2:11][CH:8]2[CH2:7][C:6]3[CH:5]=[C:4]([C:13]#[N:14])[CH:3]=[C:2]([Br:1])[C:10]=3[O:9]2)(=[O:23])=[O:22])=[CH:17][CH:16]=1. (3) Given the reactants [CH3:1][C:2]1([CH3:23])[C:6]([CH3:8])([CH3:7])[O:5][B:4]([C:9]2[CH:18]=[C:17]3[C:12]([CH:13]=[CH:14][CH:15]=[C:16]3[C:19]([O:21]C)=[O:20])=[CH:11][CH:10]=2)[O:3]1.O.[Li+].[OH-], predict the reaction product. The product is: [CH3:7][C:6]1([CH3:8])[C:2]([CH3:1])([CH3:23])[O:3][B:4]([C:9]2[CH:18]=[C:17]3[C:12]([CH:13]=[CH:14][CH:15]=[C:16]3[C:19]([OH:21])=[O:20])=[CH:11][CH:10]=2)[O:5]1. (4) Given the reactants C(=O)([O-])[O-].[K+].[K+].[OH:7][C:8]1[CH:15]=[CH:14][C:11]([CH:12]=[O:13])=[CH:10][CH:9]=1.Br[CH2:17][CH2:18][CH2:19][CH2:20][CH2:21][CH2:22][CH2:23][CH3:24].O, predict the reaction product. The product is: [CH2:24]([O:7][C:8]1[CH:15]=[CH:14][C:11]([CH:12]=[O:13])=[CH:10][CH:9]=1)[CH2:23][CH2:22][CH2:21][CH2:20][CH2:19][CH2:18][CH2:17][CH2:15][CH2:8][CH2:9][CH3:10]. (5) Given the reactants [NH2:1][C:2]1[CH:3]=[C:4]([CH:9]([NH:11][S:12]([C:14]([CH3:17])([CH3:16])[CH3:15])=[O:13])[CH3:10])[CH:5]=[CH:6][C:7]=1[NH2:8].C1N=CN([C:23](N2C=NC=C2)=[O:24])C=1.O, predict the reaction product. The product is: [CH3:17][C:14]([S:12]([NH:11][CH:9]([C:4]1[CH:5]=[CH:6][C:7]2[NH:8][C:23](=[O:24])[NH:1][C:2]=2[CH:3]=1)[CH3:10])=[O:13])([CH3:16])[CH3:15]. (6) The product is: [C:40]([N:36]1[C:37]2[C:32](=[CH:31][C:30]([Br:29])=[CH:39][CH:38]=2)[N:33]([C:21]([O:6][CH:4]2[CH2:5][C:2]([F:7])([F:1])[CH2:3]2)=[O:27])[CH2:34][C@@H:35]1[CH3:43])(=[O:42])[CH3:41]. Given the reactants [F:1][C:2]1([F:7])[CH2:5][CH:4]([OH:6])[CH2:3]1.C(N(CC)C(C)C)(C)C.ClC(Cl)(O[C:21](=[O:27])OC(Cl)(Cl)Cl)Cl.[Br:29][C:30]1[CH:31]=[C:32]2[C:37](=[CH:38][CH:39]=1)[N:36]([C:40](=[O:42])[CH3:41])[C@@H:35]([CH3:43])[CH2:34][NH:33]2, predict the reaction product. (7) Given the reactants [CH2:1]([O:3][C:4](=[O:18])[CH:5]([O:15][CH2:16][CH3:17])[CH2:6][C:7]1[CH:12]=[CH:11][C:10]([OH:13])=[CH:9][C:8]=1[CH3:14])[CH3:2].Cl[CH2:20][C:21]1[N:22]=[C:23]([C:26]2[CH:31]=[CH:30][CH:29]=[CH:28][C:27]=2[Cl:32])[S:24][CH:25]=1.ClC1C=CC=CC=1C(N)=S.ClCC(CCl)=O.C(=O)([O-])[O-].[Cs+].[Cs+].[I-].[K+], predict the reaction product. The product is: [CH2:1]([O:3][C:4](=[O:18])[CH:5]([O:15][CH2:16][CH3:17])[CH2:6][C:7]1[CH:12]=[CH:11][C:10]([O:13][CH2:20][C:21]2[N:22]=[C:23]([C:26]3[CH:31]=[CH:30][CH:29]=[CH:28][C:27]=3[Cl:32])[S:24][CH:25]=2)=[CH:9][C:8]=1[CH3:14])[CH3:2]. (8) Given the reactants [Br:1][C:2]1[C:3]2[N:11]([CH2:12][CH3:13])[C:10]([C:14]([C:17]#[N:18])=[N:15][OH:16])=[N:9][C:4]=2[C:5]([Cl:8])=[N:6][CH:7]=1.C([N:21](CC)CC)C.NO, predict the reaction product. The product is: [Br:1][C:2]1[C:3]2[N:11]([CH2:12][CH3:13])[C:10]([C:14]3[C:17]([NH2:21])=[N:18][O:16][N:15]=3)=[N:9][C:4]=2[C:5]([Cl:8])=[N:6][CH:7]=1. (9) Given the reactants [O:1]=[S:2]1(=[O:51])[CH2:7][CH2:6][N:5]([CH2:8][C:9]([NH:11][C@:12]23[CH2:47][CH2:46][C@@H:45]([CH:48]([CH3:50])[CH3:49])[C@@H:13]2[C@@H:14]2[C@@:27]([CH3:30])([CH2:28][CH2:29]3)[C@@:26]3([CH3:31])[C@@H:17]([C@:18]4([CH3:44])[C@@H:23]([CH2:24][CH2:25]3)[C:22]([CH3:33])([CH3:32])[C:21]([C:34]3[CH:43]=[CH:42][C:37]([C:38]([O:40]C)=[O:39])=[CH:36][CH:35]=3)=[CH:20][CH2:19]4)[CH2:16][CH2:15]2)=[O:10])[CH2:4][CH2:3]1.[C:52]([OH:58])([C:54]([F:57])([F:56])[F:55])=[O:53].O.[OH-].[Li+], predict the reaction product. The product is: [O:51]=[S:2]1(=[O:1])[CH2:7][CH2:6][N:5]([CH2:8][C:9]([NH:11][C@:12]23[CH2:47][CH2:46][C@@H:45]([CH:48]([CH3:49])[CH3:50])[C@@H:13]2[C@@H:14]2[C@@:27]([CH3:30])([CH2:28][CH2:29]3)[C@@:26]3([CH3:31])[C@@H:17]([C@:18]4([CH3:44])[C@@H:23]([CH2:24][CH2:25]3)[C:22]([CH3:33])([CH3:32])[C:21]([C:34]3[CH:43]=[CH:42][C:37]([C:38]([OH:40])=[O:39])=[CH:36][CH:35]=3)=[CH:20][CH2:19]4)[CH2:16][CH2:15]2)=[O:10])[CH2:4][CH2:3]1.[C:52]([OH:58])([C:54]([F:57])([F:56])[F:55])=[O:53]. (10) Given the reactants [CH2:1]([O:3][C:4]([C:6]1([C:9]2[CH:14]=[CH:13][C:12]([C:15]3[CH:20]=[CH:19][C:18]([C:21]4[O:25][N:24]=[C:23]([CH3:26])[C:22]=4[CH2:27][CH2:28][OH:29])=[CH:17][CH:16]=3)=[CH:11][CH:10]=2)[CH2:8][CH2:7]1)=[O:5])[CH3:2].Br[CH2:31][C:32]1[CH:37]=[CH:36][N:35]=[CH:34][CH:33]=1, predict the reaction product. The product is: [CH2:1]([O:3][C:4]([C:6]1([C:9]2[CH:10]=[CH:11][C:12]([C:15]3[CH:20]=[CH:19][C:18]([C:21]4[O:25][N:24]=[C:23]([CH3:26])[C:22]=4[CH2:27][CH2:28][O:29][CH2:31][C:32]4[CH:37]=[CH:36][N:35]=[CH:34][CH:33]=4)=[CH:17][CH:16]=3)=[CH:13][CH:14]=2)[CH2:8][CH2:7]1)=[O:5])[CH3:2].